This data is from Catalyst prediction with 721,799 reactions and 888 catalyst types from USPTO. The task is: Predict which catalyst facilitates the given reaction. (1) Reactant: [NH2:1][C@H:2]1[C:11]2[C:6](=[CH:7][CH:8]=[C:9]([F:12])[CH:10]=2)[N:5]([C:13](=[O:15])[CH3:14])[C@@H:4]([CH:16]2[CH2:18][CH2:17]2)[C@@H:3]1[CH3:19].Br[C:21]1[CH:26]=[CH:25][CH:24]=[C:23]([CH3:27])[N:22]=1.CC(C)([O-])C.[Na+].CN(C1C(C2C(P(C3CCCCC3)C3CCCCC3)=CC=CC=2)=CC=CC=1)C. Product: [CH:16]1([C@H:4]2[C@H:3]([CH3:19])[C@@H:2]([NH:1][C:21]3[CH:26]=[CH:25][CH:24]=[C:23]([CH3:27])[N:22]=3)[C:11]3[C:6](=[CH:7][CH:8]=[C:9]([F:12])[CH:10]=3)[N:5]2[C:13](=[O:15])[CH3:14])[CH2:18][CH2:17]1. The catalyst class is: 62. (2) Reactant: [F:1][C:2]1[CH:7]=[CH:6][C:5]([C:8]2[N:13]=[CH:12][N:11]=[C:10]([NH:14][C:15]3[CH:20]=[CH:19][C:18]([CH2:21][C@H:22]([NH:41][C:42](=[O:44])[CH3:43])[C@@H:23]4[O:27]C(=O)[N:25]([C:29]5([C:32]6[CH:37]=[CH:36][CH:35]=[C:34]([CH:38]([CH3:40])[CH3:39])[CH:33]=6)[CH2:31][CH2:30]5)[CH2:24]4)=[CH:17][CH:16]=3)[CH:9]=2)=[CH:4][CH:3]=1.O([Si](C)(C)C)[K]. Product: [F:1][C:2]1[CH:3]=[CH:4][C:5]([C:8]2[N:13]=[CH:12][N:11]=[C:10]([NH:14][C:15]3[CH:16]=[CH:17][C:18]([CH2:21][C@H:22]([NH:41][C:42](=[O:44])[CH3:43])[C@H:23]([OH:27])[CH2:24][NH:25][C:29]4([C:32]5[CH:37]=[CH:36][CH:35]=[C:34]([CH:38]([CH3:40])[CH3:39])[CH:33]=5)[CH2:30][CH2:31]4)=[CH:19][CH:20]=3)[CH:9]=2)=[CH:6][CH:7]=1. The catalyst class is: 1.